Dataset: Forward reaction prediction with 1.9M reactions from USPTO patents (1976-2016). Task: Predict the product of the given reaction. (1) Given the reactants [Cl:1][C:2]1[CH:3]=[C:4]([C:8]2[N:9]=[C:10]([OH:18])[C:11]3[S:17][CH2:16][CH2:15][CH2:14][C:12]=3[N:13]=2)[CH:5]=[CH:6][CH:7]=1.C(N(CC)C(C)C)(C)C.[S:28](O[S:28]([C:31]([F:34])([F:33])[F:32])(=[O:30])=[O:29])([C:31]([F:34])([F:33])[F:32])(=[O:30])=[O:29].C([O-])(O)=O.[Na+], predict the reaction product. The product is: [Cl:1][C:2]1[CH:3]=[C:4]([C:8]2[N:9]=[C:10]([O:18][S:28]([C:31]([F:34])([F:33])[F:32])(=[O:30])=[O:29])[C:11]3[S:17][CH2:16][CH2:15][CH2:14][C:12]=3[N:13]=2)[CH:5]=[CH:6][CH:7]=1. (2) Given the reactants [O:1]=[C:2]1[NH:7][CH:6]=[N:5][C:4]2[N:8]([C:11]3[CH:12]=[C:13]([CH:16]=[CH:17][CH:18]=3)[C:14]#[N:15])[CH:9]=[CH:10][C:3]1=2.[F:19][C:20]1[CH:25]=[CH:24][C:23]([C:26]([N:28]2[CH2:35][CH2:34][C:31]3([O:33][CH2:32]3)[CH2:30][CH2:29]2)=[O:27])=[CH:22][CH:21]=1.C(=O)([O-])[O-].[Cs+].[Cs+], predict the reaction product. The product is: [F:19][C:20]1[CH:25]=[CH:24][C:23]([C:26]([N:28]2[CH2:29][CH2:30][C:31]([CH2:32][N:7]3[C:2](=[O:1])[C:3]4[CH:10]=[CH:9][N:8]([C:11]5[CH:12]=[C:13]([CH:16]=[CH:17][CH:18]=5)[C:14]#[N:15])[C:4]=4[N:5]=[CH:6]3)([OH:33])[CH2:34][CH2:35]2)=[O:27])=[CH:22][CH:21]=1. (3) Given the reactants Cl.[Cl:2][CH2:3][CH2:4][NH2:5].N1C=CC=CC=1.[Cl:12][C:13]1[CH:18]=[CH:17][C:16]([S:19](Cl)(=[O:21])=[O:20])=[CH:15][CH:14]=1.Cl, predict the reaction product. The product is: [Cl:2][CH2:3][CH2:4][NH:5][S:19]([C:16]1[CH:17]=[CH:18][C:13]([Cl:12])=[CH:14][CH:15]=1)(=[O:21])=[O:20]. (4) Given the reactants [Cl:1][C:2]1[CH:3]=[C:4]([C@@H:8]([OH:29])[CH2:9][NH:10][CH2:11][CH2:12][C:13]2[CH:18]=[CH:17][C:16]([S:19]([C:22]3[CH:27]=[CH:26][C:25]([OH:28])=[CH:24][CH:23]=3)(=[O:21])=[O:20])=[CH:15][CH:14]=2)[CH:5]=[CH:6][CH:7]=1.[C:30](O[C:30]([O:32][C:33]([CH3:36])([CH3:35])[CH3:34])=[O:31])([O:32][C:33]([CH3:36])([CH3:35])[CH3:34])=[O:31].O, predict the reaction product. The product is: [Cl:1][C:2]1[CH:3]=[C:4]([C@@H:8]([OH:29])[CH2:9][N:10]([CH2:11][CH2:12][C:13]2[CH:18]=[CH:17][C:16]([S:19]([C:22]3[CH:23]=[CH:24][C:25]([OH:28])=[CH:26][CH:27]=3)(=[O:20])=[O:21])=[CH:15][CH:14]=2)[C:30](=[O:31])[O:32][C:33]([CH3:36])([CH3:35])[CH3:34])[CH:5]=[CH:6][CH:7]=1. (5) Given the reactants C(OCC)(=O)C.[Cl:7][C:8]1[C:20]2[C:19]3[C:14](=[CH:15][CH:16]=[CH:17][CH:18]=3)[C:13]([C:26]([F:29])([F:28])[F:27])([O:21]CC(O)=O)[C:12]=2[CH:11]=[C:10]([F:30])[CH:9]=1.C1([C@H](N)C)C2C(=CC=CC=2)C=CC=1.Cl, predict the reaction product. The product is: [Cl:7][C:8]1[C:20]2[C:19]3[C:14](=[CH:15][CH:16]=[CH:17][CH:18]=3)[C:13]([C:26]([F:27])([F:28])[F:29])([OH:21])[C:12]=2[CH:11]=[C:10]([F:30])[CH:9]=1.